From a dataset of Forward reaction prediction with 1.9M reactions from USPTO patents (1976-2016). Predict the product of the given reaction. (1) Given the reactants [C:1]([O:5][C:6]([N:8]1[CH2:13][CH2:12][NH:11][CH2:10][CH2:9]1)=[O:7])([CH3:4])([CH3:3])[CH3:2].Br[CH2:15][CH2:16][CH2:17][CH2:18][CH2:19][CH2:20][CH3:21], predict the reaction product. The product is: [C:1]([O:5][C:6]([N:8]1[CH2:13][CH2:12][N:11]([CH2:15][CH:16]2[CH2:21][CH2:20][CH2:19][CH2:18][CH2:17]2)[CH2:10][CH2:9]1)=[O:7])([CH3:4])([CH3:2])[CH3:3]. (2) Given the reactants C([NH:5][S:6](/[CH:9]=[CH:10]/[C:11]1[CH:16]=[CH:15][N:14]=[CH:13][CH:12]=1)(=[O:8])=[O:7])(C)(C)C, predict the reaction product. The product is: [N:14]1[CH:13]=[CH:12][C:11](/[CH:10]=[CH:9]/[S:6]([NH2:5])(=[O:7])=[O:8])=[CH:16][CH:15]=1. (3) Given the reactants [F:1][C:2]1[CH:7]=[CH:6][C:5]([CH2:8][C:9]2[CH:18]=[C:17]3[C:12]([C:13]([OH:34])=[C:14]([C:27]([NH:29][CH2:30][CH2:31][O:32][CH3:33])=[O:28])[C:15](=[O:26])[N:16]3[CH2:19][C:20]3[N:21]([CH3:25])[CH:22]=[CH:23][N:24]=3)=[N:11][CH:10]=2)=[CH:4][CH:3]=1.[OH-].[Na+:36], predict the reaction product. The product is: [F:1][C:2]1[CH:7]=[CH:6][C:5]([CH2:8][C:9]2[CH:18]=[C:17]3[C:12]([C:13]([O-:34])=[C:14]([C:27]([NH:29][CH2:30][CH2:31][O:32][CH3:33])=[O:28])[C:15](=[O:26])[N:16]3[CH2:19][C:20]3[N:21]([CH3:25])[CH:22]=[CH:23][N:24]=3)=[N:11][CH:10]=2)=[CH:4][CH:3]=1.[Na+:36]. (4) Given the reactants [CH2:1]([O:8][C:9]([NH:11][C@H:12]([C:34]([OH:36])=O)[CH2:13][O:14][CH2:15][CH2:16][N:17](C(OC(C)(C)C)=O)[CH2:18][C:19]1[CH:24]=[CH:23][C:22]([O:25][CH3:26])=[CH:21][CH:20]=1)=[O:10])[C:2]1[CH:7]=[CH:6][CH:5]=[CH:4][CH:3]=1.CN(C)CCCN=C=NCC.ON1C2C=CC=CC=2N=N1.C(N(CC)CC)C, predict the reaction product. The product is: [CH3:26][O:25][C:22]1[CH:21]=[CH:20][C:19]([CH2:18][N:17]2[C:34](=[O:36])[C@@H:12]([NH:11][C:9](=[O:10])[O:8][CH2:1][C:2]3[CH:3]=[CH:4][CH:5]=[CH:6][CH:7]=3)[CH2:13][O:14][CH2:15][CH2:16]2)=[CH:24][CH:23]=1. (5) Given the reactants [Cl:1][C:2]1[C:34]([CH3:35])=[CH:33][C:5]([O:6][CH2:7][CH2:8][CH2:9][C:10]2[C:18]3[C:13](=[C:14](B4OC(C)(C)C(C)(C)O4)[CH:15]=[CH:16][CH:17]=3)[NH:12][C:11]=2[C:28]([O:30][CH2:31][CH3:32])=[O:29])=[CH:4][C:3]=1[CH3:36].Br[C:38]1[C:39]([CH2:45][OH:46])=[N:40][N:41]([CH3:44])[C:42]=1[CH3:43].[F-].[Cs+], predict the reaction product. The product is: [Cl:1][C:2]1[C:3]([CH3:36])=[CH:4][C:5]([O:6][CH2:7][CH2:8][CH2:9][C:10]2[C:18]3[C:13](=[C:14]([C:38]4[C:39]([CH2:45][OH:46])=[N:40][N:41]([CH3:44])[C:42]=4[CH3:43])[CH:15]=[CH:16][CH:17]=3)[NH:12][C:11]=2[C:28]([O:30][CH2:31][CH3:32])=[O:29])=[CH:33][C:34]=1[CH3:35]. (6) The product is: [CH3:12][N:13]1[CH2:18][CH2:17][N:16]([C:2]2[NH:7][C:6](=[O:8])[C:5]3[S:9][CH:10]=[CH:11][C:4]=3[CH:3]=2)[CH2:15][CH2:14]1. Given the reactants Cl[C:2]1[NH:7][C:6](=[O:8])[C:5]2[S:9][CH:10]=[CH:11][C:4]=2[CH:3]=1.[CH3:12][N:13]1[CH2:18][CH2:17][NH:16][CH2:15][CH2:14]1, predict the reaction product. (7) Given the reactants [CH3:1][C:2]1[CH:7]=[C:6]([CH:8]=[CH:9][C:10]2[CH:15]=[CH:14][CH:13]=[CH:12][CH:11]=2)[CH:5]=[CH:4][N+:3]=1[O-].COS(OC)(=O)=O.[C-:24]#[N:25].[Na+], predict the reaction product. The product is: [CH3:1][C:2]1[N:3]=[C:4]([C:24]#[N:25])[CH:5]=[C:6](/[CH:8]=[CH:9]/[C:10]2[CH:15]=[CH:14][CH:13]=[CH:12][CH:11]=2)[CH:7]=1.